This data is from Full USPTO retrosynthesis dataset with 1.9M reactions from patents (1976-2016). The task is: Predict the reactants needed to synthesize the given product. (1) The reactants are: [CH2:1]=[CH:2][C:3]1[CH:8]=[CH:7][CH:6]=[CH:5][CH:4]=1.CCCCCCCCCCCC.CN(C)C=[O:24].C(=O)(O)[O-].[Na+].OO. Given the product [CH2:1]1[O:24][CH:2]1[C:3]1[CH:8]=[CH:7][CH:6]=[CH:5][CH:4]=1, predict the reactants needed to synthesize it. (2) Given the product [CH2:7]([CH:8]([CH2:9][C:10]#[CH:11])[CH2:12][CH2:13][CH:21]([S:18]([CH2:17][CH2:16][C:15]([F:14])([F:24])[F:25])(=[O:19])=[O:20])[C:22]#[N:23])[CH3:6], predict the reactants needed to synthesize it. The reactants are: CS(O[CH2:6][CH2:7][CH:8]([CH2:12][CH3:13])[CH2:9][C:10]#[CH:11])(=O)=O.[F:14][C:15]([F:25])([F:24])[CH2:16][CH2:17][S:18]([CH2:21][C:22]#[N:23])(=[O:20])=[O:19].C(=O)([O-])[O-].[K+].[K+].Cl. (3) The reactants are: [OH:1][CH2:2][C:3]([C@H:5]([C@@H:7]([C@@H:9]([CH2:11][OH:12])[OH:10])[OH:8])[OH:6])=[O:4].[OH-].[Na+]. Given the product [CH2:2]([OH:1])[CH:3]1[O:4][CH:11]([OH:12])[CH:9]([OH:10])[CH:7]([OH:8])[CH:5]1[OH:6], predict the reactants needed to synthesize it. (4) Given the product [N:23]1[CH:24]=[CH:25][CH:26]=[C:21]([CH:16]2[CH2:17][CH2:18][CH2:19][CH2:20][N:15]2[S:11]([C:8]2[CH:9]=[CH:10][C:5]([NH:4][C:1](=[O:3])[CH3:2])=[CH:6][CH:7]=2)(=[O:13])=[O:12])[CH:22]=1, predict the reactants needed to synthesize it. The reactants are: [C:1]([NH:4][C:5]1[CH:10]=[CH:9][C:8]([S:11](Cl)(=[O:13])=[O:12])=[CH:7][CH:6]=1)(=[O:3])[CH3:2].[NH:15]1[CH2:20][CH2:19][CH2:18][CH2:17][CH:16]1[C:21]1[CH:22]=[N:23][CH:24]=[CH:25][CH:26]=1. (5) Given the product [C:28]([C:3]1[CH:4]=[CH:5][C:6]2[CH2:7][CH2:8][N:9]([C:13]([O:15][C:16]([CH3:19])([CH3:18])[CH3:17])=[O:14])[CH2:10][CH2:11][C:12]=2[C:2]=1[CH3:1])#[N:29], predict the reactants needed to synthesize it. The reactants are: [CH3:1][C:2]1[C:12]2[CH2:11][CH2:10][N:9]([C:13]([O:15][C:16]([CH3:19])([CH3:18])[CH3:17])=[O:14])[CH2:8][CH2:7][C:6]=2[CH:5]=[CH:4][C:3]=1OS(C(F)(F)F)(=O)=O.[CH3:28][N:29](C=O)C. (6) Given the product [CH:25]([N:23]1[C:22](=[O:28])[CH:21]=[CH:20][C:19]([CH:10]([NH:9][C:30](=[O:31])[O:32][CH3:33])[C:11](=[O:18])[C:12]2[CH:13]=[CH:14][CH:15]=[CH:16][CH:17]=2)=[N:24]1)([CH3:26])[CH3:27], predict the reactants needed to synthesize it. The reactants are: C(N(CC)CC)C.Cl.[NH2:9][CH:10]([C:19]1[CH:20]=[CH:21][C:22](=[O:28])[N:23]([CH:25]([CH3:27])[CH3:26])[N:24]=1)[C:11](=[O:18])[C:12]1[CH:17]=[CH:16][CH:15]=[CH:14][CH:13]=1.Cl[C:30]([O:32][CH3:33])=[O:31].CCCCCC. (7) Given the product [BrH:19].[Br:19][CH2:17][CH2:16][CH2:15][C:9]1([C:6]2[CH:5]=[CH:4][C:3]([OH:2])=[N:8][CH:7]=2)[CH2:14][CH2:13][CH2:12][NH:11][CH2:10]1, predict the reactants needed to synthesize it. The reactants are: C[O:2][C:3]1[N:8]=[CH:7][C:6]([C:9]2([CH2:15][CH2:16][CH2:17]O)[CH2:14][CH2:13][CH2:12][NH:11][CH2:10]2)=[CH:5][CH:4]=1.[BrH:19]. (8) Given the product [CH2:23]([N:8]1[C:9]2[C:5](=[CH:4][CH:3]=[C:2]([Cl:1])[CH:10]=2)[C:6]([S:12][C:13]2[CH:14]=[C:15]([CH2:19][C:20]([OH:22])=[O:21])[CH:16]=[CH:17][CH:18]=2)=[C:7]1[CH3:11])[C:24]1[CH:29]=[CH:28][CH:27]=[CH:26][CH:25]=1, predict the reactants needed to synthesize it. The reactants are: [Cl:1][C:2]1[CH:10]=[C:9]2[C:5]([C:6]([S:12][C:13]3[CH:14]=[C:15]([CH2:19][C:20]([OH:22])=[O:21])[CH:16]=[CH:17][CH:18]=3)=[C:7]([CH3:11])[NH:8]2)=[CH:4][CH:3]=1.[CH2:23](Br)[C:24]1[CH:29]=[CH:28][CH:27]=[CH:26][CH:25]=1.